From a dataset of Catalyst prediction with 721,799 reactions and 888 catalyst types from USPTO. Predict which catalyst facilitates the given reaction. (1) Reactant: [OH:1][CH2:2][C:3]([CH3:7])([CH2:5][OH:6])[CH3:4].[C:8]([OH:13])(=O)[C:9]([CH3:11])=[CH2:10].[C:14]1([CH3:24])[CH:19]=CC(S(O)(=O)=O)=C[CH:15]=1.[OH-:25].[Na+]. Product: [C:15]([O:1][CH2:2][C:3]([CH3:7])([CH2:5][O:6][C:8](=[O:13])[C:9]([CH3:11])=[CH2:10])[CH3:4])(=[O:25])[C:14]([CH3:24])=[CH2:19]. The catalyst class is: 11. (2) Reactant: [F:1][C:2]1[CH:27]=[C:26]([F:28])[CH:25]=[CH:24][C:3]=1[CH2:4][N:5]([CH2:16][C:17]1[CH:22]=[CH:21][C:20]([OH:23])=[CH:19][CH:18]=1)[C:6]1[CH:11]=[CH:10][CH:9]=[C:8]([N+:12]([O-:14])=[O:13])[C:7]=1[CH3:15].[CH3:29][O:30][C:31](=[O:39])[C:32]1[CH:37]=[CH:36][C:35](Br)=[CH:34][CH:33]=1.[O-]P([O-])([O-])=O.[K+].[K+].[K+].C(P(C(C)(C)C)C1C=CC=CC=1C1C=CC=CC=1)(C)(C)C. Product: [F:1][C:2]1[CH:27]=[C:26]([F:28])[CH:25]=[CH:24][C:3]=1[CH2:4][N:5]([CH2:16][C:17]1[CH:22]=[CH:21][C:20]([O:23][C:35]2[CH:36]=[CH:37][C:32]([C:31]([O:30][CH3:29])=[O:39])=[CH:33][CH:34]=2)=[CH:19][CH:18]=1)[C:6]1[CH:11]=[CH:10][CH:9]=[C:8]([N+:12]([O-:14])=[O:13])[C:7]=1[CH3:15]. The catalyst class is: 718. (3) Reactant: [N:1]1[CH:2]=[CH:3][N:4]2[CH:9]=[CH:8][CH:7]=[C:6]([C:10](OC)=[O:11])[C:5]=12.[H-].[H-].[H-].[H-].[Li+].[Al+3].CCOCC. Product: [N:1]1[CH:2]=[CH:3][N:4]2[CH:9]=[CH:8][CH:7]=[C:6]([CH2:10][OH:11])[C:5]=12. The catalyst class is: 56. (4) Reactant: O[CH2:2][C:3]1[CH:4]=[C:5]([CH:8]=[C:9]([C:11]([F:14])([F:13])[F:12])[CH:10]=1)[C:6]#[N:7].C(Br)(Br)(Br)[Br:16].C1(P(C2C=CC=CC=2)C2C=CC=CC=2)C=CC=CC=1. Product: [Br:16][CH2:2][C:3]1[CH:4]=[C:5]([CH:8]=[C:9]([C:11]([F:14])([F:13])[F:12])[CH:10]=1)[C:6]#[N:7]. The catalyst class is: 4. (5) Reactant: C(O[C:9](=O)[NH:10][CH2:11][C@H:12]([NH:18][C:19](=[O:34])[CH2:20][C:21]1[NH:25][C:24]2[CH:26]=[CH:27][CH:28]=[C:29]([C:30]([F:33])([F:32])[F:31])[C:23]=2[N:22]=1)[C@@H:13]([OH:17])[C:14]#[C:15][CH3:16])C1C=CC=CC=1.[CH3:36][C:37]1[CH:44]=[C:43]([CH3:45])[CH:42]=[CH:41][C:38]=1C=O.C([BH3-])#N.[Na+]. Product: [CH3:36][C:37]1[CH:44]=[C:43]([CH3:45])[CH:42]=[CH:41][C:38]=1[CH2:9][NH:10][CH2:11][C@H:12]([NH:18][C:19](=[O:34])[CH2:20][C:21]1[NH:25][C:24]2[CH:26]=[CH:27][CH:28]=[C:29]([C:30]([F:31])([F:33])[F:32])[C:23]=2[N:22]=1)[C@@H:13]([OH:17])[CH2:14][CH2:15][CH3:16]. The catalyst class is: 19.